This data is from Reaction yield outcomes from USPTO patents with 853,638 reactions. The task is: Predict the reaction yield, written as a fraction of the theoretical maximum amount of product (1.0 means a 100% yield; for example, 0.34 means a 34% yield). (1) The reactants are [CH3:1][N:2]([CH2:10][CH2:11][N:12]1[CH2:17][CH2:16][O:15][C:14]2[CH:18]=[CH:19][C:20]([NH:22][C:23]([C:25]3[S:26][CH:27]=[CH:28][CH:29]=3)=[NH:24])=[CH:21][C:13]1=2)C(=O)OC(C)(C)C.[ClH:30]. The catalyst is CO. The product is [ClH:30].[ClH:30].[CH3:1][NH:2][CH2:10][CH2:11][N:12]1[CH2:17][CH2:16][O:15][C:14]2[CH:18]=[CH:19][C:20]([NH:22][C:23]([C:25]3[S:26][CH:27]=[CH:28][CH:29]=3)=[NH:24])=[CH:21][C:13]1=2. The yield is 0.565. (2) The reactants are [Br:1][C:2]1[C:6]2[N:7]=[C:8]([Cl:12])[N:9]=[C:10](Cl)[C:5]=2[S:4][CH:3]=1.CO.[NH:15]1[CH2:20][CH2:19][O:18][CH2:17][CH2:16]1. No catalyst specified. The product is [Br:1][C:2]1[C:6]2[N:7]=[C:8]([Cl:12])[N:9]=[C:10]([N:15]3[CH2:20][CH2:19][O:18][CH2:17][CH2:16]3)[C:5]=2[S:4][CH:3]=1. The yield is 0.350.